From a dataset of Forward reaction prediction with 1.9M reactions from USPTO patents (1976-2016). Predict the product of the given reaction. (1) Given the reactants [CH2:1]([OH:8])[C:2]1[CH:7]=[CH:6][CH:5]=[CH:4][CH:3]=1.[C:9](OC=C)(=O)[CH3:10].C([O-])([O-])=O.[Na+].[Na+], predict the reaction product. The product is: [CH:9]([O:8][CH2:1][C:2]1[CH:7]=[CH:6][CH:5]=[CH:4][CH:3]=1)=[CH2:10]. (2) Given the reactants Br[C:2]1[CH:8]=[C:7]([CH2:9][OH:10])[CH:6]=[CH:5][C:3]=1[NH2:4].[CH3:11][O:12][C:13]1[CH:18]=[CH:17][C:16](B(O)O)=[CH:15][CH:14]=1.C(=O)([O-])[O-].[K+].[K+], predict the reaction product. The product is: [OH:10][CH2:9][C:7]1[CH:6]=[CH:5][C:3]([NH2:4])=[C:2]([C:16]2[CH:17]=[CH:18][C:13]([O:12][CH3:11])=[CH:14][CH:15]=2)[CH:8]=1. (3) The product is: [CH3:17][N:18]([CH2:19][CH:20]1[CH2:24][CH2:23][CH2:22][O:21]1)[C:2]1[CH:7]=[CH:6][C:5]([B:8]2[O:12][C:11]([CH3:14])([CH3:13])[C:10]([CH3:16])([CH3:15])[O:9]2)=[CH:4][N:3]=1. Given the reactants Cl[C:2]1[CH:7]=[CH:6][C:5]([B:8]2[O:12][C:11]([CH3:14])([CH3:13])[C:10]([CH3:16])([CH3:15])[O:9]2)=[CH:4][N:3]=1.[CH3:17][NH:18][CH2:19][CH:20]1[CH2:24][CH2:23][CH2:22][O:21]1.C(N(CC)CC)C, predict the reaction product. (4) Given the reactants [CH3:1][O:2][CH:3]([O:20][CH3:21])[C:4]1[CH:5]=[CH:6][C:7]([F:19])=[C:8]([CH:10]([C:12]2[CH:17]=[CH:16][CH:15]=[C:14]([F:18])[CH:13]=2)[OH:11])[CH:9]=1.C(N(CC)CC)C.O, predict the reaction product. The product is: [CH3:21][O:20][CH:3]([O:2][CH3:1])[C:4]1[CH:5]=[CH:6][C:7]([F:19])=[C:8]([C:10]([C:12]2[CH:17]=[CH:16][CH:15]=[C:14]([F:18])[CH:13]=2)=[O:11])[CH:9]=1. (5) Given the reactants [CH3:1][O:2][C:3]1[CH:8]=[CH:7][C:6]([NH:9][C:10](=[NH:19])[C:11]2[CH:16]=[CH:15][C:14]([O:17][CH3:18])=[CH:13][CH:12]=2)=[CH:5][CH:4]=1.Br[CH2:21][C:22](=O)[C:23]([O:25][CH2:26][CH3:27])=[O:24].C(=O)([O-])O.[Na+], predict the reaction product. The product is: [CH2:26]([O:25][C:23]([C:22]1[N:19]=[C:10]([C:11]2[CH:16]=[CH:15][C:14]([O:17][CH3:18])=[CH:13][CH:12]=2)[N:9]([C:6]2[CH:5]=[CH:4][C:3]([O:2][CH3:1])=[CH:8][CH:7]=2)[CH:21]=1)=[O:24])[CH3:27]. (6) Given the reactants [C:1]12([O:14][CH2:13][CH2:12][O:11]1)[C:9]1[CH:8]=[CH:7][CH:6]=[C:5](N)[C:4]=1[CH2:3][CH2:2]2.[C:15](O)(=O)C.C=O.[C:21]([BH3-])#[N:22].[Na+], predict the reaction product. The product is: [CH3:15][N:22]([CH3:21])[C:5]1[C:4]2[CH2:3][CH2:2][C:1]3([O:14][CH2:13][CH2:12][O:11]3)[C:9]=2[CH:8]=[CH:7][CH:6]=1.